This data is from Catalyst prediction with 721,799 reactions and 888 catalyst types from USPTO. The task is: Predict which catalyst facilitates the given reaction. (1) Reactant: [S:1]1[CH:5]=[CH:4][CH:3]=[C:2]1[S:6]([NH:9][C:10]1[CH:11]=[C:12]([O:28][C:29]([F:32])([F:31])[F:30])[CH:13]=[C:14]2[C:18]=1[NH:17][C:16]([C:19]1[S:20][CH:21]([CH2:24][C:25]([OH:27])=O)[CH2:22][N:23]=1)=[CH:15]2)(=[O:8])=[O:7].Cl.C[N:35](C)CCCN=C=NCC.CN(C)C=O. Product: [S:1]1[CH:5]=[CH:4][CH:3]=[C:2]1[S:6]([NH:9][C:10]1[CH:11]=[C:12]([O:28][C:29]([F:32])([F:31])[F:30])[CH:13]=[C:14]2[C:18]=1[NH:17][C:16]([C:19]1[S:20][CH:21]([CH2:24][C:25]([NH2:35])=[O:27])[CH2:22][N:23]=1)=[CH:15]2)(=[O:7])=[O:8]. The catalyst class is: 6. (2) Reactant: ClC(OCC)=O.C[O:8][C:9]1[CH:10]=[CH:11][C:12]2[CH:13]([CH3:21])[CH:14]3[CH2:18][NH:17][CH2:16][CH:15]3[C:19]=2[CH:20]=1. Product: [OH:8][C:9]1[CH:10]=[CH:11][C:12]2[CH:13]([CH3:21])[CH:14]3[CH2:18][NH:17][CH2:16][CH:15]3[C:19]=2[CH:20]=1. The catalyst class is: 20. (3) Reactant: [O:1]([CH2:8][CH2:9][N:10]1[CH2:15][CH2:14][NH:13][CH2:12][CH2:11]1)[C:2]1[CH:7]=[CH:6][CH:5]=[CH:4][CH:3]=1.[NH2:16][C:17]1[C:22]([N+:23]([O-:25])=[O:24])=[C:21](Cl)[C:20]([Cl:27])=[CH:19][N:18]=1. Product: [Cl:27][C:20]1[C:21]([N:13]2[CH2:12][CH2:11][N:10]([CH2:9][CH2:8][O:1][C:2]3[CH:7]=[CH:6][CH:5]=[CH:4][CH:3]=3)[CH2:15][CH2:14]2)=[C:22]([N+:23]([O-:25])=[O:24])[C:17]([NH2:16])=[N:18][CH:19]=1. The catalyst class is: 32. (4) Reactant: [Br:1][Si](C)(C)C.[CH3:6][O:7][CH2:8][CH2:9][O:10][C:11]1[CH:12]=[CH:13][CH:14]=[C:15]2[C:20]=1[CH:19]=[C:18]([CH2:21]O)[CH:17]=[CH:16]2. Product: [Br:1][CH2:21][C:18]1[CH:19]=[C:20]2[C:15]([CH:14]=[CH:13][CH:12]=[C:11]2[O:10][CH2:9][CH2:8][O:7][CH3:6])=[CH:16][CH:17]=1. The catalyst class is: 22. (5) The catalyst class is: 2. Product: [NH2:8][C:9]1[N:14]=[C:13]([C:15]2[N:16]=[C:17]([NH:24][C:32]3[CH:33]=[CH:34][C:35]([N:38]4[CH2:39][CH2:40][N:41]([CH2:44][CH:58]([CH2:56][OH:62])[CH2:64][OH:63])[CH2:42][CH2:43]4)=[CH:36][CH:37]=3)[C:18]3[N:19]([CH:21]=[CH:22][N:23]=3)[CH:20]=2)[CH:12]=[N:11][CH:10]=1. Reactant: C(OC([N:8](C(OC(C)(C)C)=O)[C:9]1[N:14]=[C:13]([C:15]2[N:16]=[C:17]([N:24]([C:32]3[CH:37]=[CH:36][C:35]([N:38]4[CH2:43][CH2:42][N:41]([CH2:44]C5COC5)[CH2:40][CH2:39]4)=[CH:34][CH:33]=3)C(=O)OC(C)(C)C)[C:18]3[N:19]([CH:21]=[CH:22][N:23]=3)[CH:20]=2)[CH:12]=[N:11][CH:10]=1)=O)(C)(C)C.[C:56]([OH:62])([C:58](F)(F)F)=O.[O:63]1CC[CH2:64]1. (6) Reactant: [CH2:1]([C:8]1[N:12]=[C:11](C(Cl)(Cl)Cl)[O:10][N:9]=1)[C:2]1[CH:7]=[CH:6][CH:5]=[CH:4][CH:3]=1.[NH3:17]. Product: [CH2:1]([C:8]1[N:12]=[C:11]([NH2:17])[O:10][N:9]=1)[C:2]1[CH:7]=[CH:6][CH:5]=[CH:4][CH:3]=1. The catalyst class is: 5. (7) Reactant: [CH:1](NC(C)C)(C)[CH3:2].C([Li])CCC.[Br:13][C:14]1[CH:15]=[N:16][CH:17]=[C:18]([CH:23]=1)[C:19]([O:21]C)=O.C(OC)(=O)C=C. Product: [Br:13][C:14]1[C:23]2[CH2:2][CH2:1][C:19](=[O:21])[C:18]=2[CH:17]=[N:16][CH:15]=1. The catalyst class is: 1.